This data is from Forward reaction prediction with 1.9M reactions from USPTO patents (1976-2016). The task is: Predict the product of the given reaction. (1) Given the reactants [O:1]=[C:2]1[N:6]([C:7]2[CH:17]=[CH:16][C:10]([C:11]([O:13]CC)=O)=[CH:9][CH:8]=2)[C@H:5]([C:18]2[CH:23]=[CH:22][CH:21]=[CH:20][CH:19]=2)[CH2:4][O:3]1.[OH-].[Na+].Cl.[CH3:27][C:28]1[C:29]([N:35]2[CH2:40][CH2:39][NH:38][CH2:37][CH2:36]2)=[N:30][CH:31]=[C:32]([CH3:34])[CH:33]=1.O.[Cl-].COC1N=C(OC)N=C([N+]2(C)CCOCC2)N=1, predict the reaction product. The product is: [CH3:27][C:28]1[C:29]([N:35]2[CH2:36][CH2:37][N:38]([C:11]([C:10]3[CH:16]=[CH:17][C:7]([N:6]4[C@H:5]([C:18]5[CH:23]=[CH:22][CH:21]=[CH:20][CH:19]=5)[CH2:4][O:3][C:2]4=[O:1])=[CH:8][CH:9]=3)=[O:13])[CH2:39][CH2:40]2)=[N:30][CH:31]=[C:32]([CH3:34])[CH:33]=1. (2) Given the reactants [Cl:1][C:2]1[CH:3]=[CH:4][C:5]([CH:26]=[O:27])=[C:6]2[C:10]=1[N:9]=[C:8]1[N:11]([C:15]3[C:16]([O:24][CH3:25])=[N:17][C:18]([CH3:23])=[N:19][C:20]=3[O:21][CH3:22])[CH2:12][CH2:13][CH2:14][N:7]21.C[Si](C)(C)[C:30]([F:33])([F:32])[F:31].[F-].C([N+](CCCC)(CCCC)CCCC)CCC.Cl, predict the reaction product. The product is: [Cl:1][C:2]1[C:10]2[N:9]=[C:8]3[N:11]([C:15]4[C:16]([O:24][CH3:25])=[N:17][C:18]([CH3:23])=[N:19][C:20]=4[O:21][CH3:22])[CH2:12][CH2:13][CH2:14][N:7]3[C:6]=2[C:5]([CH:26]([OH:27])[C:30]([F:33])([F:32])[F:31])=[CH:4][CH:3]=1. (3) Given the reactants [CH3:1][O:2][C:3]1[CH:49]=[CH:48][C:6]([CH2:7][N:8]([CH2:39][C:40]2[CH:45]=[CH:44][C:43]([O:46][CH3:47])=[CH:42][CH:41]=2)[C:9]2[N:14]=[CH:13][C:12]([C:15]3[C:16]4[CH2:29][CH2:28][N:27]([C:30]5[CH:38]=[CH:37][C:33]([C:34]([OH:36])=O)=[CH:32][CH:31]=5)[C:17]=4[N:18]=[C:19]([N:21]4[CH2:26][CH2:25][O:24][CH2:23][CH2:22]4)[N:20]=3)=[CH:11][N:10]=2)=[CH:5][CH:4]=1.[CH3:50][N:51]([CH3:56])[CH2:52][CH2:53][NH:54][CH3:55], predict the reaction product. The product is: [CH3:1][O:2][C:3]1[CH:4]=[CH:5][C:6]([CH2:7][N:8]([CH2:39][C:40]2[CH:45]=[CH:44][C:43]([O:46][CH3:47])=[CH:42][CH:41]=2)[C:9]2[N:14]=[CH:13][C:12]([C:15]3[C:16]4[CH2:29][CH2:28][N:27]([C:30]5[CH:38]=[CH:37][C:33]([C:34]([N:54]([CH2:53][CH2:52][N:51]([CH3:56])[CH3:50])[CH3:55])=[O:36])=[CH:32][CH:31]=5)[C:17]=4[N:18]=[C:19]([N:21]4[CH2:26][CH2:25][O:24][CH2:23][CH2:22]4)[N:20]=3)=[CH:11][N:10]=2)=[CH:48][CH:49]=1.